Task: Predict which catalyst facilitates the given reaction.. Dataset: Catalyst prediction with 721,799 reactions and 888 catalyst types from USPTO (1) Reactant: C[O:2][C:3](=[O:23])[C@@H:4]([CH2:13][C:14]1[CH:19]=[C:18]([F:20])[C:17]([F:21])=[CH:16][C:15]=1[F:22])[NH:5][C:6]([O:8][C:9]([CH3:12])([CH3:11])[CH3:10])=[O:7].O1CCCC1.[OH-].[Li+].Cl. Product: [C:9]([O:8][C:6]([NH:5][C@@H:4]([C:3]([OH:23])=[O:2])[CH2:13][C:14]1[CH:19]=[C:18]([F:20])[C:17]([F:21])=[CH:16][C:15]=1[F:22])=[O:7])([CH3:12])([CH3:10])[CH3:11]. The catalyst class is: 5. (2) Product: [C:1]([NH:4][C:5]1[CH:34]=[CH:33][C:8]([CH2:9][C:10]2[N:18]([CH2:19][O:20][C:21](=[O:26])[C:22]([CH3:24])([CH3:25])[CH3:23])[C:17]3[C:16](=[O:27])[N:15]([CH2:36][C:37]4[CH:42]=[C:41]([O:43][CH3:44])[CH:40]=[CH:39][C:38]=4[F:45])[C:14](=[O:28])[N:13]([CH2:29][CH2:30][CH2:31][CH3:32])[C:12]=3[N:11]=2)=[CH:7][CH:6]=1)(=[O:3])[CH3:2]. The catalyst class is: 115. Reactant: [C:1]([NH:4][C:5]1[CH:34]=[CH:33][C:8]([CH2:9][C:10]2[N:18]([CH2:19][O:20][C:21](=[O:26])[C:22]([CH3:25])([CH3:24])[CH3:23])[C:17]3[C:16](=[O:27])[NH:15][C:14](=[O:28])[N:13]([CH2:29][CH2:30][CH2:31][CH3:32])[C:12]=3[N:11]=2)=[CH:7][CH:6]=1)(=[O:3])[CH3:2].Br[CH2:36][C:37]1[CH:42]=[C:41]([O:43][CH3:44])[CH:40]=[CH:39][C:38]=1[F:45].N12CCCN=C1CCCCC2. (3) The catalyst class is: 14. Product: [OH:14][N:13]=[C:10]([C:4]1[CH:5]=[C:6]([N+:7]([O-:9])=[O:8])[N:2]([CH3:1])[N:3]=1)[NH2:11]. Reactant: [CH3:1][N:2]1[C:6]([N+:7]([O-:9])=[O:8])=[CH:5][C:4]([C:10]#[N:11])=[N:3]1.Cl.[NH2:13][OH:14].C(=O)([O-])[O-].[K+].[K+]. (4) Reactant: [O:1]1[C:5]2[CH:6]=[CH:7][C:8]([CH:10]([C:14]3[C:22]4[C:17](=[CH:18][CH:19]=[C:20]([Br:23])[CH:21]=4)[N:16]([CH3:24])[CH:15]=3)[C:11](O)=[O:12])=[CH:9][C:4]=2[O:3][CH2:2]1.[CH3:25][O:26][C:27]1[CH:32]=[C:31]([CH3:33])[CH:30]=[CH:29][C:28]=1[S:34]([NH2:37])(=[O:36])=[O:35].Cl.CN(C)CCCN=C=NCC. Product: [O:1]1[C:5]2[CH:6]=[CH:7][C:8]([CH:10]([C:14]3[C:22]4[C:17](=[CH:18][CH:19]=[C:20]([Br:23])[CH:21]=4)[N:16]([CH3:24])[CH:15]=3)[C:11]([NH:37][S:34]([C:28]3[CH:29]=[CH:30][C:31]([CH3:33])=[CH:32][C:27]=3[O:26][CH3:25])(=[O:35])=[O:36])=[O:12])=[CH:9][C:4]=2[O:3][CH2:2]1. The catalyst class is: 119. (5) Reactant: [CH2:1]([C:9]1[CH:15]=[CH:14][C:12]([NH2:13])=[CH:11][CH:10]=1)[CH2:2][CH2:3][CH2:4][CH2:5][CH2:6][CH2:7][CH3:8].[C:16]([S-:18])#[N:17].[K+].BrBr.O. Product: [CH2:1]([C:9]1[CH:10]=[CH:11][C:12]2[N:13]=[C:16]([NH2:17])[S:18][C:14]=2[CH:15]=1)[CH2:2][CH2:3][CH2:4][CH2:5][CH2:6][CH2:7][CH3:8]. The catalyst class is: 52. (6) Reactant: [CH:1]1([O:6][CH:7]([C:11]2[CH:16]=[CH:15][C:14]([Cl:17])=[C:13]([Cl:18])[CH:12]=2)[C:8]([OH:10])=O)[CH2:5][CH2:4][CH2:3][CH2:2]1.C(N(C(C)C)CC)(C)C.[NH2:28][C:29]1[S:30][CH:31]=[CH:32][N:33]=1. Product: [CH:1]1([O:6][CH:7]([C:11]2[CH:16]=[CH:15][C:14]([Cl:17])=[C:13]([Cl:18])[CH:12]=2)[C:8]([NH:28][C:29]2[S:30][CH:31]=[CH:32][N:33]=2)=[O:10])[CH2:2][CH2:3][CH2:4][CH2:5]1. The catalyst class is: 46. (7) Reactant: F[B-](F)(F)F.[CH3:6][O+:7]([CH3:9])C.[C:10]1(=[O:27])[N:14]([CH:15]2[CH2:20][CH2:19][CH2:18][NH:17]C2=O)[C:13](=[O:22])[C:12]2=[CH:23][CH:24]=[CH:25][CH:26]=[C:11]12.C(=O)([O-])O.[Na+]. Product: [CH3:6][O:7][C:9]1[CH:15]([N:14]2[C:10](=[O:27])[C:11]3[C:12](=[CH:23][CH:24]=[CH:25][CH:26]=3)[C:13]2=[O:22])[CH2:20][CH2:19][CH2:18][N:17]=1. The catalyst class is: 4. (8) Reactant: [CH2:1]([NH:8][C@@H:9]([CH2:14][CH:15]1[CH2:21][CH2:20][CH2:19][CH2:18][CH2:17][CH2:16]1)[C:10]([O:12][CH3:13])=[O:11])[C:2]1[CH:7]=[CH:6][CH:5]=[CH:4][CH:3]=1.Br[CH2:23][C:24]([C:27]1[CH:32]=[C:31]([F:33])[CH:30]=[C:29]([F:34])[CH:28]=1)=[N:25][OH:26].C(=O)([O-])[O-].[K+].[K+].C1COCC1. Product: [CH2:1]([N:8]([CH2:23][C:24]([C:27]1[CH:28]=[C:29]([F:34])[CH:30]=[C:31]([F:33])[CH:32]=1)=[N:25][OH:26])[C@@H:9]([CH2:14][CH:15]1[CH2:21][CH2:20][CH2:19][CH2:18][CH2:17][CH2:16]1)[C:10]([O:12][CH3:13])=[O:11])[C:2]1[CH:7]=[CH:6][CH:5]=[CH:4][CH:3]=1. The catalyst class is: 84. (9) Reactant: [Cl:1][C:2]1[CH:3]=[CH:4][C:5]([C:20]([F:23])([F:22])[F:21])=[C:6]([CH:19]=1)[CH2:7][N:8]1[CH2:13][CH2:12][NH:11][C:10]2[N:14]=[CH:15][C:16](I)=[CH:17][C:9]1=2.C(OC([N:31]1[CH:35]=[C:34](B2OC(C)(C)C(C)(C)O2)[CH:33]=[N:32]1)=O)(C)(C)C.C(O)(C(F)(F)F)=O. Product: [Cl:1][C:2]1[CH:3]=[CH:4][C:5]([C:20]([F:23])([F:22])[F:21])=[C:6]([CH:19]=1)[CH2:7][N:8]1[CH2:13][CH2:12][NH:11][C:10]2[N:14]=[CH:15][C:16]([C:34]3[CH:35]=[N:31][NH:32][CH:33]=3)=[CH:17][C:9]1=2. The catalyst class is: 2. (10) Reactant: C(OCC)C.Br[C:7]1[C:11](OC)([CH3:12])[CH2:10][CH2:9][C:8]=1[CH3:15].C([Li])CCC.[CH:21](=[C:25]1[CH:29]=[CH:28][CH:27]=[CH:26]1)[CH2:22][CH2:23][CH3:24]. Product: [C:25]1([CH:21]([C:7]2[C:11]([CH3:12])=[CH:10][CH2:9][C:8]=2[CH3:15])[CH2:22][CH2:23][CH3:24])[CH:26]=[CH:27][CH2:28][CH:29]=1. The catalyst class is: 6.